Dataset: Catalyst prediction with 721,799 reactions and 888 catalyst types from USPTO. Task: Predict which catalyst facilitates the given reaction. (1) Reactant: C(N1C=CN=C1)(N1C=CN=C1)=O.[NH2:13][C:14]1[C:22]([Br:23])=[CH:21][CH:20]=[CH:19][C:15]=1[C:16]([OH:18])=O.[CH3:24][O:25][CH2:26][CH2:27][NH2:28]. Product: [NH2:13][C:14]1[C:22]([Br:23])=[CH:21][CH:20]=[CH:19][C:15]=1[C:16]([NH:28][CH2:27][CH2:26][O:25][CH3:24])=[O:18]. The catalyst class is: 1. (2) Reactant: Cl.[C:2](=[NH:8])([O:5][CH2:6]C)[CH2:3][CH3:4].C(N(CC)CC)C.[C:16](Cl)(=[O:23])[C:17]1[CH:22]=[CH:21][CH:20]=[CH:19][CH:18]=1. Product: [CH3:6][O:5][C:2](=[N:8][C:16](=[O:23])[C:17]1[CH:22]=[CH:21][CH:20]=[CH:19][CH:18]=1)[CH2:3][CH3:4]. The catalyst class is: 11.